This data is from Forward reaction prediction with 1.9M reactions from USPTO patents (1976-2016). The task is: Predict the product of the given reaction. (1) The product is: [NH:87]1[C:56]2[C:57](=[CH:58][CH:59]=[CH:60][CH:55]=2)[CH:25]=[C:24]1[CH:10]([CH2:11][CH3:12])[C:9]([OH:8])=[O:13]. Given the reactants C(O)[C@H]1O[C@H]([O:8][C@:9]2(CO)[O:13][C@H:12](CO)[C@@H:11](O)[C@@H:10]2O)[C@H](O)[C@@H](O)[C@@H]1O.[CH3:24][C:25](OCC1CS[C@@H]2[C@H](NC(/C(/C3N=C(N)SC=3)=N\OC)=O)C(=O)N2C=1C([O-])=O)=O.[Na+].[CH2:55]1[C@H:60](N)[C@@H:59](O[C@H]2O[C@H](CN)[C@@H](O)[C@H](O)[C@H]2O)[C@H:58](O)[C@@H:57](O[C@H]2O[C@H](CO)[C@@H](O)[C@H](N)[C@H]2O)[C@@H:56]1[NH2:87].C(NC1N=C2C(NC=N2)=CN=1)C1C=CC=CC=1.O=C[C@@H]([C@H]([C@@H]([C@@H](CO)O)O)O)O, predict the reaction product. (2) Given the reactants Br[C:2]1[CH:3]=[C:4]([O:20][CH3:21])[C:5]2[O:9][CH:8]([CH2:10][NH:11][C:12](=[O:18])[O:13][C:14]([CH3:17])([CH3:16])[CH3:15])[CH2:7][C:6]=2[CH:19]=1.C([O-])([O-])=O.[K+].[K+].[O:28]1[CH2:33][CH2:32][N:31]([C:34]([C:36]2[CH:41]=[CH:40][C:39](B3OC(C)(C)C(C)(C)O3)=[CH:38][CH:37]=2)=[O:35])[CH2:30][CH2:29]1.O, predict the reaction product. The product is: [CH3:21][O:20][C:4]1[C:5]2[O:9][CH:8]([CH2:10][NH:11][C:12](=[O:18])[O:13][C:14]([CH3:17])([CH3:16])[CH3:15])[CH2:7][C:6]=2[CH:19]=[C:2]([C:39]2[CH:38]=[CH:37][C:36]([C:34]([N:31]3[CH2:32][CH2:33][O:28][CH2:29][CH2:30]3)=[O:35])=[CH:41][CH:40]=2)[CH:3]=1. (3) The product is: [F:37][C:36]([F:39])([F:38])[S:33]([O:1][C:2]1[C:3](=[O:18])[CH:4]=[N:5][N:6]([C:8]2[CH:13]=[CH:12][CH:11]=[C:10]([C:14]([F:17])([F:15])[F:16])[CH:9]=2)[CH:7]=1)(=[O:35])=[O:34]. Given the reactants [OH:1][C:2]1[C:3](=[O:18])[CH:4]=[N:5][N:6]([C:8]2[CH:13]=[CH:12][CH:11]=[C:10]([C:14]([F:17])([F:16])[F:15])[CH:9]=2)[CH:7]=1.C(N(CC)CC)C.C1C=CC(N([S:33]([C:36]([F:39])([F:38])[F:37])(=[O:35])=[O:34])[S:33]([C:36]([F:39])([F:38])[F:37])(=[O:35])=[O:34])=CC=1, predict the reaction product. (4) Given the reactants [CH:1]1([CH2:7][NH:8][C:9]2[CH:14]=[CH:13][C:12]([S:15]([CH3:18])(=[O:17])=[O:16])=[CH:11][C:10]=2[C:19]2[C:27]3[C:22](=[C:23]([O:28]C)[N:24]=[CH:25][CH:26]=3)[N:21]([CH3:30])[CH:20]=2)[CH2:6][CH2:5][CH2:4][CH2:3][CH2:2]1.C1(CNC2C=CC(S(C)(=O)=O)=CC=2C2C3C=CNC(=O)C=3N(C)C=2)CC1, predict the reaction product. The product is: [CH:1]1([CH2:7][NH:8][C:9]2[CH:14]=[CH:13][C:12]([S:15]([CH3:18])(=[O:17])=[O:16])=[CH:11][C:10]=2[C:19]2[C:27]3[CH:26]=[CH:25][NH:24][C:23](=[O:28])[C:22]=3[N:21]([CH3:30])[CH:20]=2)[CH2:6][CH2:5][CH2:4][CH2:3][CH2:2]1. (5) Given the reactants [Cl:1][C:2]1[CH:7]=[C:6](Cl)[N:5]=[C:4]([CH3:9])[N:3]=1.[NH3:10], predict the reaction product. The product is: [Cl:1][C:2]1[N:3]=[C:4]([CH3:9])[N:5]=[C:6]([NH2:10])[CH:7]=1. (6) Given the reactants [Br:1][C:2]1[CH:22]=[CH:21][C:5]([CH2:6][N:7]2[C:11]([CH:12]=[O:13])=[C:10]([Cl:14])[N:9]=[C:8]2[C:15]2[CH:20]=[CH:19][CH:18]=[CH:17][CH:16]=2)=[CH:4][CH:3]=1.[Mg].[CH3:24]I.OS([O-])(=O)=O.[Na+], predict the reaction product. The product is: [Br:1][C:2]1[CH:3]=[CH:4][C:5]([CH2:6][N:7]2[C:11]([CH:12]([OH:13])[CH3:24])=[C:10]([Cl:14])[N:9]=[C:8]2[C:15]2[CH:20]=[CH:19][CH:18]=[CH:17][CH:16]=2)=[CH:21][CH:22]=1. (7) Given the reactants [CH3:1][C:2]1[C:3]([CH:8]2[CH2:13][C:12](=O)[CH2:11][CH:10]([C:15]3[C:20]([CH3:21])=[CH:19][CH:18]=[CH:17][N:16]=3)[NH:9]2)=[N:4][CH:5]=[CH:6][CH:7]=1.O.NN.[OH-].[K+], predict the reaction product. The product is: [CH3:1][C:2]1[C:3]([CH:8]2[CH2:13][CH2:12][CH2:11][CH:10]([C:15]3[C:20]([CH3:21])=[CH:19][CH:18]=[CH:17][N:16]=3)[NH:9]2)=[N:4][CH:5]=[CH:6][CH:7]=1. (8) Given the reactants [C:1]([N:8]1[C:16]2[C:11](=[CH:12][CH:13]=[C:14]([NH2:17])[CH:15]=2)[CH:10]=[N:9]1)([O:3][C:4]([CH3:7])([CH3:6])[CH3:5])=[O:2].N1C=CC=CC=1.[N+:24]([C:27]1[CH:35]=[CH:34][CH:33]=[CH:32][C:28]=1[C:29](Cl)=[O:30])([O-:26])=[O:25], predict the reaction product. The product is: [C:1]([N:8]1[C:16]2[C:11](=[CH:12][CH:13]=[C:14]([NH:17][C:29](=[O:30])[C:28]3[CH:32]=[CH:33][CH:34]=[CH:35][C:27]=3[N+:24]([O-:26])=[O:25])[CH:15]=2)[CH:10]=[N:9]1)([O:3][C:4]([CH3:7])([CH3:6])[CH3:5])=[O:2]. (9) The product is: [F:23][C:11]([F:10])([F:22])[C:12]1[CH:13]=[CH:14][C:15]([NH:18][C:19]2[S:20][CH:6]=[C:5]([C:4]([OH:3])=[O:9])[N:21]=2)=[CH:16][CH:17]=1. Given the reactants C([O:3][C:4](=[O:9])[C:5](=O)[CH2:6]Br)C.[F:10][C:11]([F:23])([F:22])[C:12]1[CH:17]=[CH:16][C:15]([NH:18][C:19]([NH2:21])=[S:20])=[CH:14][CH:13]=1, predict the reaction product. (10) Given the reactants [OH-].[Na+].C(O[C:6]([C:8]1[C:9]([C:24]([F:27])([F:26])[F:25])=[N:10][C:11]2[N:12]([C:14]([C:17]3[CH:22]=[CH:21][CH:20]=[C:19]([Cl:23])[CH:18]=3)=[CH:15][N:16]=2)[CH:13]=1)=[O:7])C.C(Cl)CCl.C1[CH:33]=[CH:34][C:35]2N(O)N=[N:38][C:36]=2C=1.[O:42]1CCC[CH2:44][CH:43]1CN.C(N(CC)CC)C, predict the reaction product. The product is: [O:42]1[CH2:33][CH2:34][CH:35]([CH2:36][NH:38][C:6]([C:8]2[C:9]([C:24]([F:27])([F:26])[F:25])=[N:10][C:11]3[N:12]([C:14]([C:17]4[CH:22]=[CH:21][CH:20]=[C:19]([Cl:23])[CH:18]=4)=[CH:15][N:16]=3)[CH:13]=2)=[O:7])[CH2:44][CH2:43]1.